From a dataset of Forward reaction prediction with 1.9M reactions from USPTO patents (1976-2016). Predict the product of the given reaction. (1) Given the reactants [Cl:1][C:2]1[CH:18]=[CH:17][C:16]([Cl:19])=[CH:15][C:3]=1[O:4][C:5]1[CH:13]=[CH:12][C:11]([F:14])=[CH:10][C:6]=1[C:7]([OH:9])=O.F[C:21]1[CH:22]=[C:23]2[C:28](=[CH:29][CH:30]=1)[NH:27][CH2:26][CH2:25][CH2:24]2.N1C2C(=CC=CC=2)CCC1, predict the reaction product. The product is: [Cl:1][C:2]1[CH:18]=[CH:17][C:16]([Cl:19])=[CH:15][C:3]=1[O:4][C:5]1[CH:13]=[CH:12][C:11]([F:14])=[CH:10][C:6]=1[C:7]([N:27]1[C:28]2[C:23](=[CH:22][CH:21]=[CH:30][CH:29]=2)[CH2:24][CH2:25][CH2:26]1)=[O:9]. (2) Given the reactants [Cl:1][C:2]1[CH:3]=[C:4](/[CH:22]=[CH:23]/[C:24](O)=[O:25])[CH:5]=[N:6][C:7]=1[NH:8][C@@H:9]1[CH2:13][CH2:12][N:11]([CH2:14][C:15]2[CH:20]=[CH:19][CH:18]=[C:17]([CH3:21])[CH:16]=2)[CH2:10]1.[O:27]1[CH2:32][CH2:31][CH2:30][CH2:29][CH:28]1[O:33][NH2:34].C1C=CC2N(O)N=NC=2C=1.CCN=C=NCCCN(C)C, predict the reaction product. The product is: [Cl:1][C:2]1[CH:3]=[C:4](/[CH:22]=[CH:23]/[C:24]([NH:34][O:33][CH:28]2[CH2:29][CH2:30][CH2:31][CH2:32][O:27]2)=[O:25])[CH:5]=[N:6][C:7]=1[NH:8][C@@H:9]1[CH2:13][CH2:12][N:11]([CH2:14][C:15]2[CH:20]=[CH:19][CH:18]=[C:17]([CH3:21])[CH:16]=2)[CH2:10]1. (3) Given the reactants [Br:1][C:2]1[CH:3]=[C:4]([SH:8])[CH:5]=[CH:6][CH:7]=1.C(=O)([O-])[O-].[K+].[K+].I[CH:16]([CH3:18])[CH3:17], predict the reaction product. The product is: [Br:1][C:2]1[CH:7]=[CH:6][CH:5]=[C:4]([S:8][CH:16]([CH3:18])[CH3:17])[CH:3]=1. (4) Given the reactants CO[C:3]([C:5]1[N:10]=[C:9]([N:11]2[CH2:15][CH2:14][CH2:13][CH:12]2[C:16]2[O:20][N:19]=[C:18]([C:21]3[CH:26]=[CH:25][CH:24]=[CH:23][N:22]=3)[CH:17]=2)[N:8]=[C:7]([NH:27][C:28]2[CH:32]=[C:31]([CH3:33])[NH:30][N:29]=2)[CH:6]=1)=[O:4].[CH3:34][O:35][CH2:36][CH2:37][NH2:38], predict the reaction product. The product is: [CH3:34][O:35][CH2:36][CH2:37][NH:38][C:3]([C:5]1[N:10]=[C:9]([N:11]2[CH2:15][CH2:14][CH2:13][CH:12]2[C:16]2[O:20][N:19]=[C:18]([C:21]3[CH:26]=[CH:25][CH:24]=[CH:23][N:22]=3)[CH:17]=2)[N:8]=[C:7]([NH:27][C:28]2[CH:32]=[C:31]([CH3:33])[NH:30][N:29]=2)[CH:6]=1)=[O:4]. (5) Given the reactants Br[C:2]1[C:3]([N:22]2[CH2:26][CH2:25][C@H:24]([CH2:27][OH:28])[CH2:23]2)=[N:4][CH:5]=[C:6]([CH:21]=1)[C:7]([NH:9][C:10]1[CH:15]=[CH:14][C:13]([O:16][C:17]([F:20])([F:19])[F:18])=[CH:12][CH:11]=1)=[O:8].CC1(C)C(C)(C)OB([C:37]2[CH:38]=[N:39][C:40]([C:43]#[N:44])=[N:41][CH:42]=2)O1, predict the reaction product. The product is: [C:43]([C:40]1[N:41]=[CH:42][C:37]([C:2]2[C:3]([N:22]3[CH2:26][CH2:25][C@H:24]([CH2:27][OH:28])[CH2:23]3)=[N:4][CH:5]=[C:6]([CH:21]=2)[C:7]([NH:9][C:10]2[CH:15]=[CH:14][C:13]([O:16][C:17]([F:19])([F:18])[F:20])=[CH:12][CH:11]=2)=[O:8])=[CH:38][N:39]=1)#[N:44]. (6) Given the reactants [Cl:1][C:2]1[CH:7]=[CH:6][C:5]([CH3:8])=[CH:4][N:3]=1.[Li]CCCC.[Br:14][C:15]1[C:20]([CH3:21])=[CH:19][CH:18]=[C:17]([Cl:22])[N:16]=1.CN([CH:26]=[O:27])C, predict the reaction product. The product is: [Br:14][C:15]1[C:20]([CH3:21])=[CH:19][CH:18]=[C:17]([Cl:22])[N:16]=1.[Cl:1][C:2]1[N:3]=[C:4]([CH:26]=[O:27])[C:5]([CH3:8])=[CH:6][CH:7]=1. (7) Given the reactants [F:1][C:2]1[CH:7]=[C:6]([N+:8]([O-])=O)[CH:5]=[CH:4][C:3]=1[C:11]1([C:14]([O:16][C:17]([CH3:20])([CH3:19])[CH3:18])=[O:15])[CH2:13][CH2:12]1, predict the reaction product. The product is: [NH2:8][C:6]1[CH:5]=[CH:4][C:3]([C:11]2([C:14]([O:16][C:17]([CH3:19])([CH3:18])[CH3:20])=[O:15])[CH2:13][CH2:12]2)=[C:2]([F:1])[CH:7]=1. (8) Given the reactants [F:1][C:2]([F:19])([F:18])[C:3]([NH:5][CH:6]([CH3:17])[CH2:7][C:8]1[CH:13]=[C:12]([O:14][CH3:15])[CH:11]=[CH:10][C:9]=1[I:16])=[O:4].C([O-])([O-])=O.[K+].[K+].[OH-].[K+].[CH2:28](Br)[CH:29]=[CH2:30].Cl, predict the reaction product. The product is: [CH2:30]([N:5]([CH:6]([CH3:17])[CH2:7][C:8]1[CH:13]=[C:12]([O:14][CH3:15])[CH:11]=[CH:10][C:9]=1[I:16])[C:3](=[O:4])[C:2]([F:1])([F:18])[F:19])[CH:29]=[CH2:28]. (9) Given the reactants [Br:1]Br.[F:3][C:4]1[CH:5]=[C:6]([CH:11]=[CH:12][C:13]=1[OH:14])[C:7]([O:9][CH3:10])=[O:8].C(Cl)Cl.C(O)(=O)C, predict the reaction product. The product is: [Br:1][C:12]1[CH:11]=[C:6]([CH:5]=[C:4]([F:3])[C:13]=1[OH:14])[C:7]([O:9][CH3:10])=[O:8].